From a dataset of Reaction yield outcomes from USPTO patents with 853,638 reactions. Predict the reaction yield, written as a fraction of the theoretical maximum amount of product (1.0 means a 100% yield; for example, 0.34 means a 34% yield). (1) The product is [CH3:1][C:2]1[N:7]=[C:6]([O:8][C:10]2[CH:17]=[CH:16][C:13]([CH:14]=[O:15])=[CH:12][CH:11]=2)[CH:5]=[CH:4][CH:3]=1. The yield is 0.830. The reactants are [CH3:1][C:2]1[NH:7][C:6](=[O:8])[CH:5]=[CH:4][CH:3]=1.F[C:10]1[CH:17]=[CH:16][C:13]([CH:14]=[O:15])=[CH:12][CH:11]=1.C([O-])([O-])=O.[K+].[K+]. The catalyst is CN(C=O)C.O. (2) The reactants are [Br:1][C:2]1[C:3]([F:12])=[C:4]2[C:10]([NH2:11])=[CH:9][NH:8][C:5]2=[N:6][CH:7]=1.[CH3:13][O:14][C:15]1[CH:29]=[CH:28][C:18]([CH2:19][N:20]2[CH:24]=[C:23]([C:25](O)=[O:26])[CH:22]=[N:21]2)=[CH:17][CH:16]=1.C1N(P(Cl)(N2C(=O)OCC2)=O)C(=O)OC1.C(N(CC)CC)C. The catalyst is C(Cl)Cl. The product is [Br:1][C:2]1[C:3]([F:12])=[C:4]2[C:10]([NH:11][C:25]([C:23]3[CH:22]=[N:21][N:20]([CH2:19][C:18]4[CH:28]=[CH:29][C:15]([O:14][CH3:13])=[CH:16][CH:17]=4)[CH:24]=3)=[O:26])=[CH:9][NH:8][C:5]2=[N:6][CH:7]=1. The yield is 0.390. (3) The reactants are [Cl:1][CH2:2][C:3]([NH:5][NH:6][C:7](=[O:12])[C:8]([F:11])([F:10])[F:9])=O.C(#N)C.P(Cl)(Cl)(Cl)=O.C(OC(C)C)(=O)C. The catalyst is O. The product is [F:11][C:8]([F:9])([F:10])[C:7]1[O:12][C:3]([CH2:2][Cl:1])=[N:5][N:6]=1. The yield is 0.822. (4) The reactants are [C:1]([O:5][C:6]([N:8]1[CH2:14][CH2:13][C:12]2[CH:15]=[C:16]([O:22][CH3:23])[C:17]([N+:19]([O-])=O)=[CH:18][C:11]=2[CH2:10][CH2:9]1)=[O:7])([CH3:4])([CH3:3])[CH3:2]. The catalyst is C(O)C.[Pd]. The product is [C:1]([O:5][C:6]([N:8]1[CH2:14][CH2:13][C:12]2[CH:15]=[C:16]([O:22][CH3:23])[C:17]([NH2:19])=[CH:18][C:11]=2[CH2:10][CH2:9]1)=[O:7])([CH3:4])([CH3:3])[CH3:2]. The yield is 0.960. (5) The reactants are [OH:1][C:2]([CH3:35])([CH3:34])[CH2:3][C@@:4]1([C:28]2[CH:33]=[CH:32][CH:31]=[CH:30][CH:29]=2)[O:9][C:8](=[O:10])[N:7]([C@H:11]([C:13]2[CH:18]=[CH:17][C:16](B3OC(C)(C)C(C)(C)O3)=[CH:15][CH:14]=2)[CH3:12])[CH2:6][CH2:5]1.Br[C:37]1[CH:38]=[CH:39][C:40]([C:43]2([OH:50])[CH2:47][CH2:46][N:45]([CH3:48])[C:44]2=[O:49])=[N:41][CH:42]=1. No catalyst specified. The product is [OH:50][C:43]1([C:40]2[N:41]=[CH:42][C:37]([C:16]3[CH:15]=[CH:14][C:13]([C@@H:11]([N:7]4[CH2:6][CH2:5][C@:4]([CH2:3][C:2]([OH:1])([CH3:34])[CH3:35])([C:28]5[CH:33]=[CH:32][CH:31]=[CH:30][CH:29]=5)[O:9][C:8]4=[O:10])[CH3:12])=[CH:18][CH:17]=3)=[CH:38][CH:39]=2)[CH2:47][CH2:46][N:45]([CH3:48])[C:44]1=[O:49]. The yield is 0.140. (6) The reactants are [OH:1][C@H:2]1[CH2:19][CH2:18][C@@:17]2([CH3:20])[C@@H:4]([CH2:5][CH2:6][C@:7]3([CH3:31])[CH:16]2[CH2:15][CH2:14][C@H:13]2[C@@:8]3([CH3:30])[CH2:9][CH2:10][C@@:11]3([C:27]([OH:29])=[O:28])[CH2:23][CH2:22][C@@H:21]([C:24]([CH3:26])=[CH2:25])[C@@H:12]32)[C:3]1([CH3:33])[CH3:32].[N+](=[CH:36][Si](C)(C)C)=[N-]. The catalyst is CO.C1(C)C=CC=CC=1. The product is [OH:1][C@H:2]1[CH2:19][CH2:18][C@@:17]2([CH3:20])[C@@H:4]([CH2:5][CH2:6][C@:7]3([CH3:31])[CH:16]2[CH2:15][CH2:14][C@H:13]2[C@@:8]3([CH3:30])[CH2:9][CH2:10][C@@:11]3([C:27]([O:29][CH3:36])=[O:28])[CH2:23][CH2:22][C@@H:21]([C:24]([CH3:26])=[CH2:25])[C@@H:12]32)[C:3]1([CH3:33])[CH3:32]. The yield is 0.970. (7) The reactants are [NH2:1][C:2]1[CH:7]=[CH:6][C:5]([N:8]2[CH2:13][CH2:12][N:11]([C:14]([C:16]3[CH:21]=[CH:20][CH:19]=[CH:18][CH:17]=3)=[O:15])[CH2:10][CH2:9]2)=[CH:4][C:3]=1[NH:22][C:23]1[CH:28]=[CH:27][CH:26]=[CH:25][CH:24]=1.[C:29](Cl)(=[O:31])[CH3:30].C(=O)([O-])[O-].[K+].[K+]. The catalyst is C1COCC1. The product is [C:14]([N:11]1[CH2:12][CH2:13][N:8]([C:5]2[CH:6]=[CH:7][C:2]([NH:1][C:29](=[O:31])[CH3:30])=[C:3]([NH:22][C:23]3[CH:28]=[CH:27][CH:26]=[CH:25][CH:24]=3)[CH:4]=2)[CH2:9][CH2:10]1)(=[O:15])[C:16]1[CH:21]=[CH:20][CH:19]=[CH:18][CH:17]=1. The yield is 0.510. (8) The reactants are [CH:1]([N:4]1[C:9](=[O:10])[CH2:8][N:7]2[N:11]=[C:12]([N+:14]([O-])=O)[CH:13]=[C:6]2[CH2:5]1)([CH3:3])[CH3:2].[H][H]. The catalyst is C(O)C.[Pd]. The product is [NH2:14][C:12]1[CH:13]=[C:6]2[CH2:5][N:4]([CH:1]([CH3:2])[CH3:3])[C:9](=[O:10])[CH2:8][N:7]2[N:11]=1. The yield is 0.920. (9) The reactants are [C:1]([NH:4][C:5]1[C:13]([Cl:14])=[CH:12][C:8]([C:9]([OH:11])=O)=[C:7]([O:15][CH3:16])[CH:6]=1)(=[O:3])[CH3:2].[F:17][C:18]([F:31])([F:30])[C:19]1[CH:20]=[C:21]([CH:23]=[C:24]([C:26]([F:29])([F:28])[F:27])[CH:25]=1)[NH2:22]. No catalyst specified. The product is [C:1]([NH:4][C:5]1[C:13]([Cl:14])=[CH:12][C:8]([C:9]([NH:22][C:21]2[CH:23]=[C:24]([C:26]([F:27])([F:28])[F:29])[CH:25]=[C:19]([C:18]([F:17])([F:30])[F:31])[CH:20]=2)=[O:11])=[C:7]([O:15][CH3:16])[CH:6]=1)(=[O:3])[CH3:2]. The yield is 0.238.